Dataset: Catalyst prediction with 721,799 reactions and 888 catalyst types from USPTO. Task: Predict which catalyst facilitates the given reaction. Product: [CH2:53]([O:52][C:51]([N:50]([CH2:61][CH2:62][C:63]1[CH:68]=[CH:67][C:66]([Cl:69])=[C:65]([Cl:70])[CH:64]=1)[CH2:49][CH2:48][C:47]([N:27]([CH:28]1[CH2:33][CH2:32][O:31][CH2:30][CH2:29]1)[CH2:26][CH2:25][N:14]([CH2:13][CH2:12][C:5]1[C:6]2[S:10][C:9](=[O:11])[NH:8][C:7]=2[C:2]([OH:1])=[CH:3][CH:4]=1)[C:15](=[O:24])[O:16][CH2:17][C:18]1[CH:23]=[CH:22][CH:21]=[CH:20][CH:19]=1)=[O:71])=[O:60])[C:54]1[CH:55]=[CH:56][CH:57]=[CH:58][CH:59]=1. The catalyst class is: 4. Reactant: [OH:1][C:2]1[C:7]2[NH:8][C:9](=[O:11])[S:10][C:6]=2[C:5]([CH2:12][CH2:13][N:14]([CH2:25][CH2:26][NH:27][CH:28]2[CH2:33][CH2:32][O:31][CH2:30][CH2:29]2)[C:15](=[O:24])[O:16][CH2:17][C:18]2[CH:23]=[CH:22][CH:21]=[CH:20][CH:19]=2)=[CH:4][CH:3]=1.C(N(CC)CC)C.Cl[Si](C)(C)C.Cl[C:47](=[O:71])[CH2:48][CH2:49][N:50]([CH2:61][CH2:62][C:63]1[CH:68]=[CH:67][C:66]([Cl:69])=[C:65]([Cl:70])[CH:64]=1)[C:51](=[O:60])[O:52][CH2:53][C:54]1[CH:59]=[CH:58][CH:57]=[CH:56][CH:55]=1.